From a dataset of Full USPTO retrosynthesis dataset with 1.9M reactions from patents (1976-2016). Predict the reactants needed to synthesize the given product. The reactants are: [OH:1][CH2:2][CH2:3][CH2:4][N:5]1[CH2:10][CH2:9][CH:8]([C:11]2[CH:12]=[C:13]([NH:17][C:18](=[O:22])[CH:19]([CH3:21])[CH3:20])[CH:14]=[CH:15][CH:16]=2)[CH2:7][CH2:6]1.[Cl:23][C:24]1[CH:29]=[CH:28][CH:27]=[C:26]([Cl:30])[C:25]=1[C:31]1[C:35]([C:36](Cl)=[O:37])=[C:34]([CH3:39])[O:33][N:32]=1. Given the product [Cl:23][C:24]1[CH:29]=[CH:28][CH:27]=[C:26]([Cl:30])[C:25]=1[C:31]1[C:35]([C:36]([O:1][CH2:2][CH2:3][CH2:4][N:5]2[CH2:10][CH2:9][CH:8]([C:11]3[CH:16]=[CH:15][CH:14]=[C:13]([NH:17][C:18](=[O:22])[CH:19]([CH3:20])[CH3:21])[CH:12]=3)[CH2:7][CH2:6]2)=[O:37])=[C:34]([CH3:39])[O:33][N:32]=1, predict the reactants needed to synthesize it.